From a dataset of Forward reaction prediction with 1.9M reactions from USPTO patents (1976-2016). Predict the product of the given reaction. (1) Given the reactants CO.[C:3]([NH:11][C:12]1[CH:20]=[C:19](/[CH:21]=[CH:22]/[C:23]2[CH:28]=[CH:27][CH:26]=[C:25]([Cl:29])[CH:24]=2)[CH:18]=[CH:17][C:13]=1[C:14]([OH:16])=[O:15])(=[O:10])[C:4]1[CH:9]=[CH:8][CH:7]=[CH:6][CH:5]=1, predict the reaction product. The product is: [C:3]([NH:11][C:12]1[CH:20]=[C:19]([CH2:21][CH2:22][C:23]2[CH:28]=[CH:27][CH:26]=[C:25]([Cl:29])[CH:24]=2)[CH:18]=[CH:17][C:13]=1[C:14]([OH:16])=[O:15])(=[O:10])[C:4]1[CH:9]=[CH:8][CH:7]=[CH:6][CH:5]=1. (2) Given the reactants Br[C:2]1[CH:7]=[CH:6][C:5]([NH:8][C:9]2[S:10][C:11]3[CH:17]=[CH:16][CH:15]=[CH:14][C:12]=3[N:13]=2)=[CH:4][CH:3]=1.FC1C=C([B:25]2[O:29][C:28]([CH3:31])([CH3:30])[C:27]([CH3:33])([CH3:32])[O:26]2)C=CC=1NC1OC2C=CC=CC=2N=1, predict the reaction product. The product is: [CH3:32][C:27]1([CH3:33])[C:28]([CH3:31])([CH3:30])[O:29][B:25]([C:2]2[CH:7]=[CH:6][C:5]([NH:8][C:9]3[S:10][C:11]4[CH:17]=[CH:16][CH:15]=[CH:14][C:12]=4[N:13]=3)=[CH:4][CH:3]=2)[O:26]1.